From a dataset of TCR-epitope binding with 47,182 pairs between 192 epitopes and 23,139 TCRs. Binary Classification. Given a T-cell receptor sequence (or CDR3 region) and an epitope sequence, predict whether binding occurs between them. The epitope is RPPIFIRRL. The TCR CDR3 sequence is CASSQTSPGHGVSPLHF. Result: 0 (the TCR does not bind to the epitope).